From a dataset of Catalyst prediction with 721,799 reactions and 888 catalyst types from USPTO. Predict which catalyst facilitates the given reaction. (1) The catalyst class is: 11. Reactant: [Si]([O:8][C@H:9]1[CH2:13][CH2:12][N:11]([CH2:14][C@@H:15]([N:26]([CH3:37])[C:27](=[O:36])[O:28][CH2:29][C:30]2[CH:35]=[CH:34][CH:33]=[CH:32][CH:31]=2)[C:16]2[CH:21]=[CH:20][CH:19]=[C:18]([C:22](=[NH:25])[NH:23][OH:24])[CH:17]=2)[CH2:10]1)(C(C)(C)C)(C)C.[C:38](OC(=O)C)(=O)[CH3:39].CCCC[N+](CCCC)(CCCC)CCCC.[F-]. Product: [CH2:29]([O:28][C:27](=[O:36])[N:26]([C@@H:15]([C:16]1[CH:21]=[CH:20][CH:19]=[C:18]([C:22]2[N:25]=[C:38]([CH3:39])[O:24][N:23]=2)[CH:17]=1)[CH2:14][N:11]1[CH2:12][CH2:13][C@H:9]([OH:8])[CH2:10]1)[CH3:37])[C:30]1[CH:35]=[CH:34][CH:33]=[CH:32][CH:31]=1. (2) Product: [C:1]([O:4][CH2:5][C:6]([CH3:36])([CH3:35])[CH2:7][N:8]1[C:14]2[CH:15]=[CH:16][C:17]([Cl:19])=[CH:18][C:13]=2[C@@H:12]([C:20]2[CH:25]=[CH:24][CH:23]=[C:22]([O:26][CH3:27])[C:21]=2[O:28][CH3:29])[O:11][C@H:10]([CH2:30][C:31]([NH:52][C:53]2[S:54][C:55]([CH2:64][CH2:65][C:66]([O:68][CH3:69])=[O:67])=[C:56]([C:58]3[CH:63]=[CH:62][CH:61]=[CH:60][CH:59]=3)[N:57]=2)=[O:32])[C:9]1=[O:34])(=[O:3])[CH3:2]. The catalyst class is: 35. Reactant: [C:1]([O:4][CH2:5][C:6]([CH3:36])([CH3:35])[CH2:7][N:8]1[C:14]2[CH:15]=[CH:16][C:17]([Cl:19])=[CH:18][C:13]=2[C@@H:12]([C:20]2[CH:25]=[CH:24][CH:23]=[C:22]([O:26][CH3:27])[C:21]=2[O:28][CH3:29])[O:11][C@H:10]([CH2:30][C:31](O)=[O:32])[C:9]1=[O:34])(=[O:3])[CH3:2].C(N(CC)CC)C.ClC(OCC(C)C)=O.[NH2:52][C:53]1[S:54][C:55]([CH2:64][CH2:65][C:66]([O:68][CH3:69])=[O:67])=[C:56]([C:58]2[CH:63]=[CH:62][CH:61]=[CH:60][CH:59]=2)[N:57]=1.N1C=CC=CC=1. (3) The catalyst class is: 2. Product: [N:4]1([CH2:3][CH2:2][O:1][C:10]([N:29]2[CH2:28][C@@H:27]([N:31]3[C:39]4[C:34](=[N:35][C:36]([C:41]5[C:42]([O:50][CH3:51])=[N:43][C:44]([CH:47]([CH3:49])[CH3:48])=[CH:45][CH:46]=5)=[C:37]([CH3:40])[CH:38]=4)[C:33]([CH3:52])=[CH:32]3)[C@@H:26]([O:25][CH2:24][CH2:23][F:22])[CH2:30]2)=[O:11])[CH2:9][CH2:8][O:7][CH2:6][CH2:5]1. Reactant: [OH:1][CH2:2][CH2:3][N:4]1[CH2:9][CH2:8][O:7][CH2:6][CH2:5]1.[C:10](N1C=CN=C1)(N1C=CN=C1)=[O:11].[F:22][CH2:23][CH2:24][O:25][C@H:26]1[CH2:30][NH:29][CH2:28][C@H:27]1[N:31]1[C:39]2[C:34](=[N:35][C:36]([C:41]3[C:42]([O:50][CH3:51])=[N:43][C:44]([CH:47]([CH3:49])[CH3:48])=[CH:45][CH:46]=3)=[C:37]([CH3:40])[CH:38]=2)[C:33]([CH3:52])=[CH:32]1.